From a dataset of Full USPTO retrosynthesis dataset with 1.9M reactions from patents (1976-2016). Predict the reactants needed to synthesize the given product. Given the product [Br:20][C:3]1[C:4]([C:12]2[CH:13]=[N:14][CH:15]=[CH:16][CH:17]=2)=[N:5][O:6][C:7]=1[Si:8]([CH3:11])([CH3:10])[CH3:9], predict the reactants needed to synthesize it. The reactants are: C[Si](C)(C)[C:3]1[C:4]([C:12]2[CH:13]=[N:14][CH:15]=[CH:16][CH:17]=2)=[N:5][O:6][C:7]=1[Si:8]([CH3:11])([CH3:10])[CH3:9].[Br:20]Br.